This data is from Reaction yield outcomes from USPTO patents with 853,638 reactions. The task is: Predict the reaction yield, written as a fraction of the theoretical maximum amount of product (1.0 means a 100% yield; for example, 0.34 means a 34% yield). (1) The reactants are Br[C:2]1[CH:7]=[CH:6][C:5](Br)=[CH:4][N:3]=1.[C:9]1(B(O)O)[CH:14]=[CH:13][CH:12]=[CH:11][CH:10]=1.P([O-])([O-])([O-])=O.[K+].[K+].[K+]. The catalyst is C1(C)C=CC=CC=1.O.C1(P(C2CCCCC2)C2C=CC=CC=2C2C(OC)=CC=CC=2OC)CCCCC1. The product is [C:9]1([C:2]2[CH:7]=[CH:6][C:5]([C:9]3[CH:14]=[CH:13][CH:12]=[CH:11][CH:10]=3)=[CH:4][N:3]=2)[CH:14]=[CH:13][CH:12]=[CH:11][CH:10]=1. The yield is 0.918. (2) The reactants are [Br:1][C:2]1[C:7]([CH3:8])=[CH:6][C:5]([OH:9])=[CH:4][C:3]=1[CH3:10].[CH2:11](Br)[C:12]1[CH:17]=[CH:16][CH:15]=[CH:14][CH:13]=1.C(=O)([O-])[O-].[K+].[K+].O. The yield is 0.860. The catalyst is CN(C)C=O. The product is [CH2:11]([O:9][C:5]1[CH:4]=[C:3]([CH3:10])[C:2]([Br:1])=[C:7]([CH3:8])[CH:6]=1)[C:12]1[CH:17]=[CH:16][CH:15]=[CH:14][CH:13]=1. (3) The reactants are [CH:1]([C:4]1[N:5]=[C:6](/[CH:9]=[CH:10]/[C:11]2[CH:16]=[CH:15][N:14]=[C:13]([NH2:17])[CH:12]=2)[S:7][CH:8]=1)([CH3:3])[CH3:2].[C:18](OC1C=CC(Cl)=C(Cl)C=1Cl)(=[O:23])[CH2:19][C:20]([O-])=[O:21]. The catalyst is C1(C)C=CC=CC=1. The product is [OH:23][C:18]1[N:17]=[C:13]2[CH:12]=[C:11](/[CH:10]=[CH:9]/[C:6]3[S:7][CH:8]=[C:4]([CH:1]([CH3:3])[CH3:2])[N:5]=3)[CH:16]=[CH:15][N:14]2[C:20](=[O:21])[CH:19]=1. The yield is 0.930. (4) The reactants are [F:1][C:2]1[CH:3]=[C:4]([CH:11]=[C:12](B2OC(C)(C)C(C)(C)O2)[CH:13]=1)[CH2:5][NH:6][S:7]([CH3:10])(=[O:9])=[O:8].Cl[C:24]1[CH:29]=[CH:28][N:27]=[C:26]([NH2:30])[C:25]=1[N+:31]([O-:33])=[O:32].C([O-])([O-])=O.[Na+].[Na+].CCOC(C)=O. The catalyst is O1CCOCC1.O.C1C=CC(P(C2C=CC=CC=2)[C-]2C=CC=C2)=CC=1.C1C=CC(P(C2C=CC=CC=2)[C-]2C=CC=C2)=CC=1.Cl[Pd]Cl.[Fe+2]. The product is [NH2:30][C:26]1[C:25]([N+:31]([O-:33])=[O:32])=[C:24]([C:12]2[CH:11]=[C:4]([CH:3]=[C:2]([F:1])[CH:13]=2)[CH2:5][NH:6][S:7]([CH3:10])(=[O:8])=[O:9])[CH:29]=[CH:28][N:27]=1. The yield is 0.374. (5) The reactants are [CH3:1][O:2][C:3]([CH:5]1[C:18]2[CH:17]=[CH:16][CH:15]=[CH:14][C:13]=2[NH:12][C:11]2[C:6]1=[CH:7][CH:8]=[CH:9][CH:10]=2)=[O:4].Br[C:20]1[CH:25]=[CH:24][CH:23]=[CH:22][CH:21]=1.CC(C)([O-])C.[Na+]. The catalyst is C1(C)C=CC=CC=1.C(Cl)Cl.CC([O-])=O.CC([O-])=O.[Pd+2].C(P(C(C)(C)C)C(C)(C)C)(C)(C)C. The product is [CH3:1][O:2][C:3]([CH:5]1[C:6]2[CH:7]=[CH:8][CH:9]=[CH:10][C:11]=2[N:12]([C:20]2[CH:25]=[CH:24][CH:23]=[CH:22][CH:21]=2)[C:13]2[C:18]1=[CH:17][CH:16]=[CH:15][CH:14]=2)=[O:4]. The yield is 0.720. (6) The yield is 0.600. The reactants are Cl.[C:2]([Si:6]([CH3:17])([CH3:16])[O:7][CH2:8][CH2:9][CH:10]1[CH2:15][CH2:14][NH:13][CH2:12][CH2:11]1)([CH3:5])([CH3:4])[CH3:3].C(N(CC)C(C)C)(C)C.[CH3:27][C:28]([O:31][C:32]([N:34]1C(C2C=CC(C#N)=CC=2)O1)=[O:33])([CH3:30])[CH3:29]. The product is [C:28]([O:31][C:32](=[O:33])[NH:34][N:13]1[CH2:14][CH2:15][CH:10]([CH2:9][CH2:8][O:7][Si:6]([C:2]([CH3:3])([CH3:5])[CH3:4])([CH3:17])[CH3:16])[CH2:11][CH2:12]1)([CH3:30])([CH3:29])[CH3:27]. The catalyst is ClCCl. (7) The reactants are CS[C:3]([N:10]1[CH2:14][CH:13]([CH2:15][CH3:16])[CH:12]=[N:11]1)=[N:4][CH2:5][C:6]([F:9])([F:8])[F:7].[Cl:17][C:18]1[CH:19]=[C:20]([S:24]([NH2:27])(=[O:26])=[O:25])[CH:21]=[CH:22][CH:23]=1. The catalyst is C(#N)C. The product is [Cl:17][C:18]1[CH:19]=[C:20]([S:24]([N:27]=[C:3]([N:10]2[CH2:14][CH:13]([CH2:15][CH3:16])[CH:12]=[N:11]2)[NH:4][CH2:5][C:6]([F:7])([F:8])[F:9])(=[O:25])=[O:26])[CH:21]=[CH:22][CH:23]=1. The yield is 0.380.